This data is from Full USPTO retrosynthesis dataset with 1.9M reactions from patents (1976-2016). The task is: Predict the reactants needed to synthesize the given product. (1) Given the product [CH2:1]([O:8][N:9]1[C:15](=[O:16])[N:14]2[CH2:17][C@H:10]1[CH2:11][CH2:12][C@H:13]2[C:18]([NH:21][O:22][CH2:23][C@@H:24]1[CH2:27][CH2:26][N:25]1[C:28]([O:30][C:31]([CH3:34])([CH3:33])[CH3:32])=[O:29])=[O:20])[C:2]1[CH:3]=[CH:4][CH:5]=[CH:6][CH:7]=1, predict the reactants needed to synthesize it. The reactants are: [CH2:1]([O:8][N:9]1[C:15](=[O:16])[N:14]2[CH2:17][C@H:10]1[CH2:11][CH2:12][C@H:13]2[C:18]([OH:20])=O)[C:2]1[CH:7]=[CH:6][CH:5]=[CH:4][CH:3]=1.[NH2:21][O:22][CH2:23][C@@H:24]1[CH2:27][CH2:26][N:25]1[C:28]([O:30][C:31]([CH3:34])([CH3:33])[CH3:32])=[O:29]. (2) Given the product [ClH:13].[CH2:14]([O:21][C:22]1[CH:23]=[C:24]([C:28]2([F:34])[CH2:29][CH2:30][N:31]([CH2:11][CH2:10][C:9]([NH:8][C:5]3[CH:4]=[CH:3][C:2]([Br:1])=[CH:7][CH:6]=3)=[O:12])[CH2:32][CH2:33]2)[CH:25]=[CH:26][CH:27]=1)[C:15]1[CH:16]=[CH:17][CH:18]=[CH:19][CH:20]=1, predict the reactants needed to synthesize it. The reactants are: [Br:1][C:2]1[CH:7]=[CH:6][C:5]([NH:8][C:9](=[O:12])[CH:10]=[CH2:11])=[CH:4][CH:3]=1.[ClH:13].[CH2:14]([O:21][C:22]1[CH:23]=[C:24]([C:28]2([F:34])[CH2:33][CH2:32][NH:31][CH2:30][CH2:29]2)[CH:25]=[CH:26][CH:27]=1)[C:15]1[CH:20]=[CH:19][CH:18]=[CH:17][CH:16]=1.C(=O)(O)[O-].[Na+]. (3) Given the product [Br:31][C:19]1[NH:20][C:16]([C:6]2[S:5][C:4]([C:21]3[CH:26]=[CH:25][N:24]=[C:23]([NH:27][C:28](=[O:30])[CH3:29])[CH:22]=3)=[C:3]([C:1]#[N:2])[C:7]=2[C:8]2[CH:13]=[CH:12][C:11]([Cl:14])=[CH:10][C:9]=2[Cl:15])=[N:17][N:18]=1, predict the reactants needed to synthesize it. The reactants are: [C:1]([C:3]1[C:7]([C:8]2[CH:13]=[CH:12][C:11]([Cl:14])=[CH:10][C:9]=2[Cl:15])=[C:6]([C:16]2[NH:20][CH:19]=[N:18][N:17]=2)[S:5][C:4]=1[C:21]1[CH:26]=[CH:25][N:24]=[C:23]([NH:27][C:28](=[O:30])[CH3:29])[CH:22]=1)#[N:2].[Br:31]N1C(=O)CCC1=O.C(Cl)(Cl)(Cl)Cl.C(#N)C. (4) The reactants are: [NH:1]1[C:5]2=[N:6][CH:7]=[C:8]([O:10][C:11]3[CH:45]=[C:44]([N:46]4[CH2:51][CH2:50][N:49]([CH2:52][C:53]5[CH2:58][CH2:57][C:56]([CH3:60])([CH3:59])[CH2:55][C:54]=5[C:61]5[CH:66]=[CH:65][C:64]([Cl:67])=[CH:63][CH:62]=5)[CH2:48][CH2:47]4)[CH:43]=[CH:42][C:12]=3[C:13]([NH:15][S:16]([C:19]3[CH:24]=[CH:23][C:22]([NH:25][CH:26]4[CH2:31][CH2:30][N:29](C(OC(C)(C)C)=O)[CH2:28][CH2:27]4)=[C:21]([N+:39]([O-:41])=[O:40])[CH:20]=3)(=[O:18])=[O:17])=[O:14])[CH:9]=[C:4]2[CH:3]=[CH:2]1. Given the product [NH:1]1[C:5]2=[N:6][CH:7]=[C:8]([O:10][C:11]3[CH:45]=[C:44]([N:46]4[CH2:47][CH2:48][N:49]([CH2:52][C:53]5[CH2:58][CH2:57][C:56]([CH3:60])([CH3:59])[CH2:55][C:54]=5[C:61]5[CH:62]=[CH:63][C:64]([Cl:67])=[CH:65][CH:66]=5)[CH2:50][CH2:51]4)[CH:43]=[CH:42][C:12]=3[C:13]([NH:15][S:16]([C:19]3[CH:24]=[CH:23][C:22]([NH:25][CH:26]4[CH2:31][CH2:30][NH:29][CH2:28][CH2:27]4)=[C:21]([N+:39]([O-:41])=[O:40])[CH:20]=3)(=[O:18])=[O:17])=[O:14])[CH:9]=[C:4]2[CH:3]=[CH:2]1, predict the reactants needed to synthesize it. (5) Given the product [F:1][C:2]1[CH:3]=[C:4]([C:8]2[N:12]3[N:13]=[C:14]([NH:17][C@H:18]4[CH2:23][CH2:22][C@H:21]([NH:24][S:35]([CH3:34])(=[O:37])=[O:36])[CH2:20][CH2:19]4)[CH:15]=[CH:16][C:11]3=[N:10][CH:9]=2)[CH:5]=[CH:6][CH:7]=1, predict the reactants needed to synthesize it. The reactants are: [F:1][C:2]1[CH:3]=[C:4]([C:8]2[N:12]3[N:13]=[C:14]([NH:17][C@H:18]4[CH2:23][CH2:22][C@H:21]([NH2:24])[CH2:20][CH2:19]4)[CH:15]=[CH:16][C:11]3=[N:10][CH:9]=2)[CH:5]=[CH:6][CH:7]=1.CCN(C(C)C)C(C)C.[CH3:34][S:35](Cl)(=[O:37])=[O:36]. (6) Given the product [Cl:32][C:33]1[CH:41]=[CH:40][C:36]([C:37]2[C:19]3[CH2:20][O:21][CH2:22][CH2:17][C:18]=3[N:14]([C:12]([NH:11][C@@H:6]([C:7]([CH3:9])([CH3:10])[CH3:8])[C:5]([NH:4][CH2:3][CH2:2][OH:1])=[O:31])=[O:13])[N:15]=2)=[C:35]([F:42])[CH:34]=1, predict the reactants needed to synthesize it. The reactants are: [OH:1][CH2:2][CH2:3][NH:4][C:5](=[O:31])[C@@H:6]([NH:11][C:12]([N:14]1[C:18]2[CH2:19][CH2:20][O:21][CH2:22][C:17]=2C(C2C=CC(F)=C(F)C=2)=[N:15]1)=[O:13])[C:7]([CH3:10])([CH3:9])[CH3:8].[Cl:32][C:33]1[CH:41]=[CH:40][C:36]([C:37](Cl)=O)=[C:35]([F:42])[CH:34]=1. (7) Given the product [CH3:19][C:20]1[CH:25]=[C:24]([NH:1][C:2]2[CH:3]=[C:4]([CH:14]=[CH:15][C:16]=2[O:17][CH3:18])[C:5]([NH:7][C:8]2[CH:13]=[CH:12][CH:11]=[CH:10][CH:9]=2)=[O:6])[CH:23]=[CH:22][CH:21]=1, predict the reactants needed to synthesize it. The reactants are: [NH2:1][C:2]1[CH:3]=[C:4]([CH:14]=[CH:15][C:16]=1[O:17][CH3:18])[C:5]([NH:7][C:8]1[CH:13]=[CH:12][CH:11]=[CH:10][CH:9]=1)=[O:6].[CH3:19][C:20]1[CH:21]=[C:22]([Bi]([C:22]2[CH:23]=[CH:24][CH:25]=[C:20]([CH3:19])[CH:21]=2)[C:22]2[CH:23]=[CH:24][CH:25]=[C:20]([CH3:19])[CH:21]=2)[CH:23]=[CH:24][CH:25]=1.C(N(CC)CC)C. (8) Given the product [O:20]1[CH2:21][CH2:22][N:17]([CH2:1][C:2]2[CH:7]=[C:6]([Cl:8])[CH:5]=[CH:4][N:3]=2)[CH2:18][CH2:19]1, predict the reactants needed to synthesize it. The reactants are: [CH3:1][C:2]1[CH:7]=[C:6]([Cl:8])[CH:5]=[CH:4][N:3]=1.C1C(=O)N(Br)C(=O)C1.[NH:17]1[CH2:22][CH2:21][O:20][CH2:19][CH2:18]1.C([O-])([O-])=O.[K+].[K+].